Dataset: NCI-60 drug combinations with 297,098 pairs across 59 cell lines. Task: Regression. Given two drug SMILES strings and cell line genomic features, predict the synergy score measuring deviation from expected non-interaction effect. (1) Drug 1: CC(C1=C(C=CC(=C1Cl)F)Cl)OC2=C(N=CC(=C2)C3=CN(N=C3)C4CCNCC4)N. Drug 2: CC1=C(C(=O)C2=C(C1=O)N3CC4C(C3(C2COC(=O)N)OC)N4)N. Cell line: NCI/ADR-RES. Synergy scores: CSS=8.43, Synergy_ZIP=0.424, Synergy_Bliss=2.78, Synergy_Loewe=-3.55, Synergy_HSA=-0.576. (2) Synergy scores: CSS=36.6, Synergy_ZIP=6.92, Synergy_Bliss=6.98, Synergy_Loewe=-39.2, Synergy_HSA=7.19. Drug 1: COC1=CC(=CC(=C1O)OC)C2C3C(COC3=O)C(C4=CC5=C(C=C24)OCO5)OC6C(C(C7C(O6)COC(O7)C8=CC=CS8)O)O. Cell line: DU-145. Drug 2: CC12CCC3C(C1CCC2OP(=O)(O)O)CCC4=C3C=CC(=C4)OC(=O)N(CCCl)CCCl.[Na+]. (3) Drug 1: CC1C(C(CC(O1)OC2CC(OC(C2O)C)OC3=CC4=CC5=C(C(=O)C(C(C5)C(C(=O)C(C(C)O)O)OC)OC6CC(C(C(O6)C)O)OC7CC(C(C(O7)C)O)OC8CC(C(C(O8)C)O)(C)O)C(=C4C(=C3C)O)O)O)O. Drug 2: CCC1(C2=C(COC1=O)C(=O)N3CC4=CC5=C(C=CC(=C5CN(C)C)O)N=C4C3=C2)O.Cl. Cell line: NCI/ADR-RES. Synergy scores: CSS=19.2, Synergy_ZIP=-7.77, Synergy_Bliss=0.214, Synergy_Loewe=-7.72, Synergy_HSA=-1.92. (4) Drug 1: CCC(=C(C1=CC=CC=C1)C2=CC=C(C=C2)OCCN(C)C)C3=CC=CC=C3.C(C(=O)O)C(CC(=O)O)(C(=O)O)O. Drug 2: CC(C)CN1C=NC2=C1C3=CC=CC=C3N=C2N. Cell line: MCF7. Synergy scores: CSS=6.02, Synergy_ZIP=-2.89, Synergy_Bliss=0.662, Synergy_Loewe=-2.10, Synergy_HSA=-2.28. (5) Drug 1: COC1=CC(=CC(=C1O)OC)C2C3C(COC3=O)C(C4=CC5=C(C=C24)OCO5)OC6C(C(C7C(O6)COC(O7)C8=CC=CS8)O)O. Drug 2: CC1C(C(CC(O1)OC2CC(CC3=C2C(=C4C(=C3O)C(=O)C5=C(C4=O)C(=CC=C5)OC)O)(C(=O)CO)O)N)O.Cl. Cell line: SK-OV-3. Synergy scores: CSS=43.5, Synergy_ZIP=-4.89, Synergy_Bliss=0.279, Synergy_Loewe=3.36, Synergy_HSA=4.33.